Dataset: Forward reaction prediction with 1.9M reactions from USPTO patents (1976-2016). Task: Predict the product of the given reaction. (1) Given the reactants [CH3:1][C:2]1[O:6][C:5]([C:7]2[CH:12]=[CH:11][CH:10]=[CH:9][CH:8]=2)=[N:4][C:3]=1[CH2:13][O:14][C:15]1[CH:16]=[C:17]([CH:21]=[CH:22][CH:23]=1)[CH2:18][O:19][NH2:20].O=[C:25]([C:32]1[CH:37]=[CH:36][CH:35]=[CH:34][CH:33]=1)[CH2:26][CH2:27][C:28]([O:30][CH3:31])=[O:29].C(O)(=O)C.C([O-])(=O)C.[Na+], predict the reaction product. The product is: [CH3:1][C:2]1[O:6][C:5]([C:7]2[CH:8]=[CH:9][CH:10]=[CH:11][CH:12]=2)=[N:4][C:3]=1[CH2:13][O:14][C:15]1[CH:16]=[C:17]([CH:21]=[CH:22][CH:23]=1)[CH2:18][O:19]/[N:20]=[C:25](/[C:32]1[CH:33]=[CH:34][CH:35]=[CH:36][CH:37]=1)\[CH2:26][CH2:27][C:28]([O:30][CH3:31])=[O:29]. (2) Given the reactants [F:1][C:2]([F:19])([F:18])[C:3]1[CH:4]=[C:5]([CH:10]([NH:13][C:14]([CH3:17])([CH3:16])[CH3:15])[CH2:11][OH:12])[CH:6]=[CH:7][C:8]=1[NH2:9].[C:20]([OH:29])(=[O:28])[C@@H:21]([C@H:23]([C:25]([OH:27])=[O:26])[OH:24])[OH:22], predict the reaction product. The product is: [C:25]([C@@H:23]([C@H:21]([C:20]([OH:29])=[O:28])[OH:22])[OH:24])([OH:27])=[O:26].[F:1][C:2]([F:18])([F:19])[C:3]1[CH:4]=[C:5]([CH:10]([NH:13][C:14]([CH3:15])([CH3:17])[CH3:16])[CH2:11][OH:12])[CH:6]=[CH:7][C:8]=1[NH2:9].